The task is: Regression. Given a peptide amino acid sequence and an MHC pseudo amino acid sequence, predict their binding affinity value. This is MHC class I binding data.. This data is from Peptide-MHC class I binding affinity with 185,985 pairs from IEDB/IMGT. The peptide sequence is RVIGYILFF. The MHC is HLA-B15:17 with pseudo-sequence HLA-B15:17. The binding affinity (normalized) is 0.551.